Dataset: Retrosynthesis with 50K atom-mapped reactions and 10 reaction types from USPTO. Task: Predict the reactants needed to synthesize the given product. (1) The reactants are: Cn1nnc(-c2ccc(CBr)cc2)n1.OC(c1ccc(OC(F)(F)F)cc1)(c1ccc(OC(F)(F)F)cc1)C1CCNCC1. Given the product Cn1nnc(-c2ccc(CN3CCC(C(O)(c4ccc(OC(F)(F)F)cc4)c4ccc(OC(F)(F)F)cc4)CC3)cc2)n1, predict the reactants needed to synthesize it. (2) Given the product COC(=O)c1cnc(-c2ccc(OC)cc2F)cc1C(F)(F)F, predict the reactants needed to synthesize it. The reactants are: COC(=O)c1cnc(Cl)cc1C(F)(F)F.COc1ccc(B(O)O)c(F)c1. (3) Given the product Fc1ccccc1CN1CCCN(c2ccc3nnc(C(F)(F)F)n3n2)CC1, predict the reactants needed to synthesize it. The reactants are: FC(F)(F)c1nnc2ccc(N3CCCNCC3)nn12.O=Cc1ccccc1F. (4) Given the product CCn1c(N)c(C(=O)O)c(=O)c2ccc(-c3ccc(NC(=O)NCc4cccnc4)cc3)nc21, predict the reactants needed to synthesize it. The reactants are: CCOC(=O)c1c(N)n(CC)c2nc(-c3ccc(NC(=O)NCc4cccnc4)cc3)ccc2c1=O. (5) Given the product O=C(COC(=O)c1ccc(CBr)cc1)c1ccccc1, predict the reactants needed to synthesize it. The reactants are: O=C(CBr)c1ccccc1.O=C(O)c1ccc(CBr)cc1. (6) Given the product Clc1cnc2nc1Nc1cccc(c1)CCCc1cccc(c1)N2, predict the reactants needed to synthesize it. The reactants are: Nc1cccc(CCCc2cccc(Nc3nc(Cl)ncc3Cl)c2)c1. (7) Given the product CN(C)C1CCc2ccccc2CC1, predict the reactants needed to synthesize it. The reactants are: CN(C)C1C=Cc2ccccc2CC1. (8) Given the product Cc1cc(Cl)cc(C)c1Oc1ccc2c(C#N)nc(C(=O)NCC(=O)O)c(O)c2c1, predict the reactants needed to synthesize it. The reactants are: CCCCOC(=O)c1nc(C#N)c2ccc(Oc3c(C)cc(Cl)cc3C)cc2c1O.NCC(=O)O. (9) Given the product c1ccc(C2CCN(C3CCNC3)CC2)cc1, predict the reactants needed to synthesize it. The reactants are: CC(C)(C)OC(=O)N1CCC(N2CCC(c3ccccc3)CC2)C1.